This data is from Peptide-MHC class II binding affinity with 134,281 pairs from IEDB. The task is: Regression. Given a peptide amino acid sequence and an MHC pseudo amino acid sequence, predict their binding affinity value. This is MHC class II binding data. (1) The peptide sequence is VSSCPFCNNKLMEIV. The MHC is DRB1_0101 with pseudo-sequence DRB1_0101. The binding affinity (normalized) is 0.324. (2) The peptide sequence is FDRSTKVIDFHYPNE. The MHC is HLA-DQA10401-DQB10402 with pseudo-sequence HLA-DQA10401-DQB10402. The binding affinity (normalized) is 0.349. (3) The peptide sequence is ITFMQALQLLLEVEQ. The MHC is DRB1_0701 with pseudo-sequence DRB1_0701. The binding affinity (normalized) is 0.699. (4) The peptide sequence is FLTGPLNFTGPCKGD. The MHC is HLA-DPA10103-DPB10401 with pseudo-sequence HLA-DPA10103-DPB10401. The binding affinity (normalized) is 0.0343.